Dataset: Reaction yield outcomes from USPTO patents with 853,638 reactions. Task: Predict the reaction yield, written as a fraction of the theoretical maximum amount of product (1.0 means a 100% yield; for example, 0.34 means a 34% yield). (1) The product is [F:1][C:2]1[CH:9]=[C:8]([F:10])[CH:7]=[CH:6][C:3]=1[CH2:4][O:5][C:14]1[CH:19]=[CH:18][N+:17]([O-:20])=[CH:16][CH:15]=1. The reactants are [F:1][C:2]1[CH:9]=[C:8]([F:10])[CH:7]=[CH:6][C:3]=1[CH2:4][OH:5].[N+]([C:14]1[CH:19]=[CH:18][N+:17]([O-:20])=[CH:16][CH:15]=1)([O-])=O.C([O-])([O-])=O.[Cs+].[Cs+].FC(F)(F)C(O)=O. The yield is 0.960. The catalyst is CN(C)C=O.C(#N)C.O. (2) The reactants are [CH2:1]([O:3][C:4](=[O:27])[C@@H:5]([CH2:12][C:13]1[CH:18]=[C:17]([Cl:19])[C:16]([NH2:20])=[C:15]([CH3:21])[C:14]=1[CH2:22][O:23]C(=O)C)[CH2:6][C:7]([O:9][CH2:10]C)=[O:8])C.COC(=O)[C@@H](CC1C(CO)=C2C(=CC=1)N[N:42]=C2)CC(OC)=O. The yield is 0.990. No catalyst specified. The product is [Cl:19][C:17]1[CH:18]=[C:13]([CH2:12][C@@H:5]([CH2:6][C:7]([O:9][CH3:10])=[O:8])[C:4]([O:3][CH3:1])=[O:27])[C:14]([CH2:22][OH:23])=[C:15]2[C:16]=1[NH:20][N:42]=[CH:21]2. (3) The reactants are [Cl:1][C:2]1[CH:15]=[CH:14][C:5]([O:6][C:7]2[CH:12]=[CH:11][CH:10]=[CH:9][C:8]=2[NH2:13])=[CH:4][CH:3]=1.[CH3:16][CH2:17][O:18][C:19]([N:21]1[C@@H:25]2[CH2:26][C:27]([CH2:29][C@H:22]1[CH2:23][CH2:24]2)=O)=[O:20].C(O)(=O)C.C(O[BH-](OC(=O)C)OC(=O)C)(=O)C.[Na+].[Cl:48]CCCl. No catalyst specified. The product is [Cl:48][C:14]1[CH:15]=[C:2]([Cl:1])[CH:3]=[CH:4][C:5]=1[O:6][C:7]1[CH:12]=[CH:11][CH:10]=[CH:9][C:8]=1[NH:13][CH:27]1[CH2:29][CH:22]2[N:21]([C:19]([O:18][CH2:17][CH3:16])=[O:20])[CH:25]([CH2:24][CH2:23]2)[CH2:26]1. The yield is 0.220. (4) The reactants are [N+:1](=[CH:3][C:4]([O:6][CH2:7][CH3:8])=[O:5])=[N-:2].[CH2:9]([N:16]1[C:20](=[O:21])[CH:19]=[CH:18][C:17]1=[O:22])[C:10]1[CH:15]=[CH:14][CH:13]=[CH:12][CH:11]=1. The catalyst is C(OCC)C. The product is [CH2:9]([N:16]1[C:20](=[O:21])[CH:19]2[CH:18]([NH:2][N:1]=[C:3]2[C:4]([O:6][CH2:7][CH3:8])=[O:5])[C:17]1=[O:22])[C:10]1[CH:11]=[CH:12][CH:13]=[CH:14][CH:15]=1. The yield is 0.900. (5) The reactants are [F:1][CH:2]([F:14])[O:3][C:4]1[CH:13]=[CH:12][C:7]2[N:8]=[C:9]([NH2:11])[S:10][C:6]=2[CH:5]=1.[C:15](N1C=CN=C1)([N:17]1[CH:21]=[CH:20][N:19]=[CH:18]1)=[S:16]. The catalyst is C(#N)C. The product is [F:14][CH:2]([F:1])[O:3][C:4]1[CH:13]=[CH:12][C:7]2[N:8]=[C:9]([NH:11][C:15]([N:17]3[CH:21]=[CH:20][N:19]=[CH:18]3)=[S:16])[S:10][C:6]=2[CH:5]=1. The yield is 0.663. (6) The reactants are [Br:1][C:2]1[CH:10]=[CH:9][C:5]([C:6]([OH:8])=O)=[CH:4][CH:3]=1.BrC1C=CC=CC=1C(Cl)=O.[NH2:21][C:22]([CH3:26])([CH3:25])[CH2:23]O. The catalyst is C(Cl)Cl.S(Cl)(Cl)=O. The product is [Br:1][C:2]1[CH:3]=[CH:4][C:5]([C:6]2[O:8][CH2:23][C:22]([CH3:26])([CH3:25])[N:21]=2)=[CH:9][CH:10]=1. The yield is 0.670.